From a dataset of Full USPTO retrosynthesis dataset with 1.9M reactions from patents (1976-2016). Predict the reactants needed to synthesize the given product. (1) Given the product [CH:14]([NH:13][C:11](=[O:12])[CH2:10][NH:9][C:7]([C:6]1[CH:17]=[C:2]([N:31]2[CH2:32][C@@H:27]3[CH2:33][C@H:30]2[CH2:29][N:28]3[C:34]([O:36][C:37]([CH3:40])([CH3:39])[CH3:38])=[O:35])[CH:3]=[CH:4][C:5]=1[N+:18]([O-:20])=[O:19])=[O:8])([CH3:16])[CH3:15], predict the reactants needed to synthesize it. The reactants are: F[C:2]1[CH:3]=[CH:4][C:5]([N+:18]([O-:20])=[O:19])=[C:6]([CH:17]=1)[C:7]([NH:9][CH2:10][C:11]([NH:13][CH:14]([CH3:16])[CH3:15])=[O:12])=[O:8].C(=O)([O-])[O-].[K+].[K+].[C@H:27]12[CH2:33][C@H:30]([NH:31][CH2:32]1)[CH2:29][N:28]2[C:34]([O:36][C:37]([CH3:40])([CH3:39])[CH3:38])=[O:35]. (2) The reactants are: [Br:1][C:2]1[CH:7]=[CH:6][CH:5]=[CH:4][C:3]=1[CH:8](O)[C:9]([O:11][CH2:12][CH3:13])=[O:10].COCCN(S(F)(F)[F:25])CCOC. Given the product [Br:1][C:2]1[CH:7]=[CH:6][CH:5]=[CH:4][C:3]=1[CH:8]([F:25])[C:9]([O:11][CH2:12][CH3:13])=[O:10], predict the reactants needed to synthesize it.